Dataset: Forward reaction prediction with 1.9M reactions from USPTO patents (1976-2016). Task: Predict the product of the given reaction. Given the reactants Br[C:2]1[CH:7]=[CH:6][C:5]([N:8]2[CH:12]=[C:11]([CH3:13])[N:10]=[CH:9]2)=[C:4]([O:14][CH3:15])[CH:3]=1.[CH3:16][C:17]1[CH:29]=[CH:28][C:20]([CH2:21][N:22]2[CH:26]=[N:25][C:24]([NH2:27])=[N:23]2)=[CH:19][CH:18]=1, predict the reaction product. The product is: [CH3:15][O:14][C:4]1[CH:3]=[C:2]([NH:27][C:24]2[N:25]=[CH:26][N:22]([CH2:21][C:20]3[CH:28]=[CH:29][C:17]([CH3:16])=[CH:18][CH:19]=3)[N:23]=2)[CH:7]=[CH:6][C:5]=1[N:8]1[CH:12]=[C:11]([CH3:13])[N:10]=[CH:9]1.